Dataset: Peptide-MHC class II binding affinity with 134,281 pairs from IEDB. Task: Regression. Given a peptide amino acid sequence and an MHC pseudo amino acid sequence, predict their binding affinity value. This is MHC class II binding data. (1) The peptide sequence is YDTYKCIPSLEAAVK. The MHC is HLA-DQA10101-DQB10501 with pseudo-sequence HLA-DQA10101-DQB10501. The binding affinity (normalized) is 0.417. (2) The MHC is DRB1_0701 with pseudo-sequence DRB1_0701. The peptide sequence is GEDQIVDKIDAAFKI. The binding affinity (normalized) is 0.483. (3) The peptide sequence is SRGVQGFIFFFLFNIKK. The MHC is HLA-DQA10201-DQB10402 with pseudo-sequence HLA-DQA10201-DQB10402. The binding affinity (normalized) is 0. (4) The peptide sequence is DVCGMFTNRSGSQQW. The MHC is DRB1_1001 with pseudo-sequence DRB1_1001. The binding affinity (normalized) is 0.176. (5) The binding affinity (normalized) is 0.793. The MHC is DRB1_0404 with pseudo-sequence DRB1_0404. The peptide sequence is YDKFLANVYTVLTGK.